From a dataset of Forward reaction prediction with 1.9M reactions from USPTO patents (1976-2016). Predict the product of the given reaction. (1) Given the reactants [H-].[Na+].[NH2:3][C:4]1[CH:13]=[CH:12][C:7]([C:8]([O:10][CH3:11])=[O:9])=[C:6]([F:14])[CH:5]=1.[C:15]([O:19][C:20]([N:22]1[CH2:27][CH2:26][CH:25]([CH2:28][CH:29](OS(C)(=O)=O)[CH3:30])[CH2:24][CH2:23]1)=[O:21])([CH3:18])([CH3:17])[CH3:16], predict the reaction product. The product is: [C:15]([O:19][C:20]([N:22]1[CH2:27][CH2:26][CH:25]([CH2:28][CH2:29][CH2:30][NH:3][C:4]2[CH:13]=[CH:12][C:7]([C:8]([O:10][CH3:11])=[O:9])=[C:6]([F:14])[CH:5]=2)[CH2:24][CH2:23]1)=[O:21])([CH3:18])([CH3:17])[CH3:16]. (2) The product is: [CH3:14][C:11]1[CH:10]=[CH:9][C:8]([C:6]2[O:32][N:31]=[C:30]([CH2:29][C:26]3[CH:25]=[CH:24][C:23]([CH2:22][O:21][C:16]4[CH:17]=[CH:18][CH:19]=[CH:20][N:15]=4)=[CH:28][CH:27]=3)[CH:7]=2)=[CH:13][N:12]=1. Given the reactants O1CCCC1.[C:6]([C:8]1[CH:9]=[CH:10][C:11]([CH3:14])=[N:12][CH:13]=1)#[CH:7].[N:15]1[CH:20]=[CH:19][CH:18]=[CH:17][C:16]=1[O:21][CH2:22][C:23]1[CH:28]=[CH:27][C:26]([CH2:29][C:30](Cl)=[N:31][OH:32])=[CH:25][CH:24]=1.C(N(CC)CC)C, predict the reaction product. (3) Given the reactants [CH3:1][O:2][C:3]1[CH:8]=[CH:7][CH:6]=[CH:5][C:4]=1[N:9]([CH2:20][C:21]([OH:23])=O)[S:10]([C:13]1[C:14]([CH3:19])=[CH:15][CH:16]=[CH:17][CH:18]=1)(=[O:12])=[O:11].[CH2:24]([NH:26][CH2:27][C:28]1[CH:33]=[CH:32][CH:31]=[CH:30][N:29]=1)[CH3:25], predict the reaction product. The product is: [CH2:24]([N:26]([CH2:27][C:28]1[CH:33]=[CH:32][CH:31]=[CH:30][N:29]=1)[C:21](=[O:23])[CH2:20][N:9]([C:4]1[CH:5]=[CH:6][CH:7]=[CH:8][C:3]=1[O:2][CH3:1])[S:10]([C:13]1[C:14]([CH3:19])=[CH:15][CH:16]=[CH:17][CH:18]=1)(=[O:11])=[O:12])[CH3:25]. (4) Given the reactants [CH2:1]([C:3]1[CH:8]=[CH:7][CH:6]=[C:5]([CH3:9])[C:4]=1[NH2:10])[CH3:2].O.[Br:12]Br, predict the reaction product. The product is: [Br:12][C:7]1[CH:6]=[C:5]([CH3:9])[C:4]([NH2:10])=[C:3]([CH2:1][CH3:2])[CH:8]=1. (5) Given the reactants C([O:5][C:6](=[O:44])[C:7]1[CH:12]=[CH:11][CH:10]=[C:9]([NH:13][C:14]([C@H:16]2[C@H:20]([C:21]3[CH:26]=[CH:25][CH:24]=[C:23]([Cl:27])[C:22]=3[F:28])[C@:19]([C:31]3[CH:36]=[CH:35][C:34]([Cl:37])=[CH:33][C:32]=3[F:38])([C:29]#[N:30])[C@H:18]([CH2:39][C:40]([CH3:43])([CH3:42])[CH3:41])[NH:17]2)=[O:15])[CH:8]=1)(C)(C)C.C(O)(C(F)(F)F)=O.C(Cl)Cl, predict the reaction product. The product is: [Cl:27][C:23]1[C:22]([F:28])=[C:21]([C@@H:20]2[C@:19]([C:31]3[CH:36]=[CH:35][C:34]([Cl:37])=[CH:33][C:32]=3[F:38])([C:29]#[N:30])[C@H:18]([CH2:39][C:40]([CH3:43])([CH3:41])[CH3:42])[NH:17][C@H:16]2[C:14]([NH:13][C:9]2[CH:8]=[C:7]([CH:12]=[CH:11][CH:10]=2)[C:6]([OH:44])=[O:5])=[O:15])[CH:26]=[CH:25][CH:24]=1. (6) Given the reactants ClC1C=C(Cl)C=CC=1C1N=C(CC)C(N[C@H]2[C@@H](OCC)CNC2)=NC=1CC.[Cl:28][C:29]1[CH:34]=[C:33]([O:35][CH3:36])[CH:32]=[CH:31][C:30]=1[C:37]1[N:38]=[C:39]([CH2:57][CH3:58])[C:40]([NH:45][C@H:46]2[C@@H:50]([O:51][CH2:52][CH3:53])[CH2:49][N:48](C([O-])=O)[CH2:47]2)=[N:41][C:42]=1[CH2:43][CH3:44], predict the reaction product. The product is: [Cl:28][C:29]1[CH:34]=[C:33]([O:35][CH3:36])[CH:32]=[CH:31][C:30]=1[C:37]1[N:38]=[C:39]([CH2:57][CH3:58])[C:40]([NH:45][C@H:46]2[C@@H:50]([O:51][CH2:52][CH3:53])[CH2:49][NH:48][CH2:47]2)=[N:41][C:42]=1[CH2:43][CH3:44].